From a dataset of Peptide-MHC class I binding affinity with 185,985 pairs from IEDB/IMGT. Regression. Given a peptide amino acid sequence and an MHC pseudo amino acid sequence, predict their binding affinity value. This is MHC class I binding data. (1) The peptide sequence is LANSHQRSDSS. The MHC is H-2-Db with pseudo-sequence H-2-Db. The binding affinity (normalized) is 0.664. (2) The peptide sequence is STTTCEAGV. The MHC is HLA-B27:03 with pseudo-sequence HLA-B27:03. The binding affinity (normalized) is 0.0847. (3) The peptide sequence is ITTESIVIW. The MHC is HLA-A68:01 with pseudo-sequence HLA-A68:01. The binding affinity (normalized) is 0.0738. (4) The peptide sequence is SSFFSGSCL. The MHC is H-2-Kb with pseudo-sequence H-2-Kb. The binding affinity (normalized) is 0.414. (5) The MHC is BoLA-HD6 with pseudo-sequence BoLA-HD6. The peptide sequence is MLKLRVDVF. The binding affinity (normalized) is 0.305.